Dataset: Peptide-MHC class I binding affinity with 185,985 pairs from IEDB/IMGT. Task: Regression. Given a peptide amino acid sequence and an MHC pseudo amino acid sequence, predict their binding affinity value. This is MHC class I binding data. (1) The peptide sequence is HTSEHGGRAY. The MHC is HLA-A26:01 with pseudo-sequence HLA-A26:01. The binding affinity (normalized) is 0.529. (2) The binding affinity (normalized) is 0.0330. The MHC is HLA-A24:02 with pseudo-sequence HLA-A24:02. The peptide sequence is VYYTSAFVF. (3) The peptide sequence is RRDYRRGL. The MHC is Mamu-A07 with pseudo-sequence Mamu-A07. The binding affinity (normalized) is 0. (4) The peptide sequence is TGINENYAK. The MHC is HLA-A68:01 with pseudo-sequence HLA-A68:01. The binding affinity (normalized) is 0.362. (5) The peptide sequence is IMFEQYFIY. The MHC is HLA-A33:01 with pseudo-sequence HLA-A33:01. The binding affinity (normalized) is 0.252. (6) The peptide sequence is VELQIGWTV. The MHC is HLA-B15:17 with pseudo-sequence HLA-B15:17. The binding affinity (normalized) is 0.0847. (7) The peptide sequence is PPTAGILKRW. The MHC is HLA-B53:01 with pseudo-sequence HLA-B53:01. The binding affinity (normalized) is 0.252. (8) The peptide sequence is PTLVPQEHY. The MHC is HLA-A24:02 with pseudo-sequence HLA-A24:02. The binding affinity (normalized) is 0. (9) The peptide sequence is LPKSMVFTA. The MHC is HLA-B51:01 with pseudo-sequence HLA-B51:01. The binding affinity (normalized) is 0.141. (10) The peptide sequence is CRGEFLYCK. The MHC is Mamu-B08 with pseudo-sequence Mamu-B08. The binding affinity (normalized) is 0.291.